Dataset: Full USPTO retrosynthesis dataset with 1.9M reactions from patents (1976-2016). Task: Predict the reactants needed to synthesize the given product. Given the product [CH2:20]([N:27]1[CH2:31][CH2:30][CH:29]([N:15]2[CH2:19][CH2:18][CH2:17][CH2:16]2)[CH2:28]1)[C:21]1[CH:26]=[CH:25][CH:24]=[CH:23][CH:22]=1, predict the reactants needed to synthesize it. The reactants are: [BH-](OC(C)=O)(OC(C)=O)OC(C)=O.[Na+].[NH:15]1[CH2:19][CH2:18][CH2:17][CH2:16]1.[CH2:20]([N:27]1[CH2:31][CH2:30][CH2:29][C:28]1=O)[C:21]1[CH:26]=[CH:25][CH:24]=[CH:23][CH:22]=1.C([O-])(O)=O.[Na+].